Dataset: Peptide-MHC class I binding affinity with 185,985 pairs from IEDB/IMGT. Task: Regression. Given a peptide amino acid sequence and an MHC pseudo amino acid sequence, predict their binding affinity value. This is MHC class I binding data. (1) The peptide sequence is QQDTNSAGL. The MHC is HLA-B39:01 with pseudo-sequence HLA-B39:01. The binding affinity (normalized) is 0.473. (2) The binding affinity (normalized) is 0.0847. The peptide sequence is IIYVGCGER. The MHC is HLA-A68:02 with pseudo-sequence HLA-A68:02.